Dataset: Full USPTO retrosynthesis dataset with 1.9M reactions from patents (1976-2016). Task: Predict the reactants needed to synthesize the given product. Given the product [C:58]([O:71][C@H:66]1[C@H:67]([O:70][C:63](=[O:64])[CH3:54])[C@@H:68]([O:69][C:68](=[O:69])[CH3:67])[C@H:63]([C:54]2[CH:53]=[C:52]([CH2:45][C:46]3[CH:47]=[CH:48][CH:49]=[CH:50][CH:51]=3)[C:61]([Cl:62])=[C:60]3[C:55]=2[CH2:56][CH2:57][CH2:58][O:59]3)[O:64][C@@H:65]1[CH2:72][O:73][C:1](=[O:3])[CH3:2])(=[O:59])[CH3:57], predict the reactants needed to synthesize it. The reactants are: [C:1](O[C@H]1[C@H](OC(=O)C)[C@@H](OC(=O)C)[C@H](C2C=C(CC3C=CC(OCC)=CC=3)C(Cl)=CC=2OCC=C)O[C@@H]1COC(=O)C)(=[O:3])[CH3:2].[CH2:45]([C:52]1[C:61]([Cl:62])=[C:60]2[C:55]([CH2:56][CH2:57][CH2:58][O:59]2)=[C:54]([C@H:63]2[C@H:68]([OH:69])[C@@H:67]([OH:70])[C@H:66]([OH:71])[C@@H:65]([CH2:72][OH:73])[O:64]2)[CH:53]=1)[C:46]1[CH:51]=[CH:50][CH:49]=[CH:48][CH:47]=1.